Dataset: Full USPTO retrosynthesis dataset with 1.9M reactions from patents (1976-2016). Task: Predict the reactants needed to synthesize the given product. (1) Given the product [Cl:37][C:38]1[CH:45]=[CH:44][C:41]([CH2:42][NH:43][C:1]([C:4]23[CH2:9][CH2:8][C:7]([NH:12][CH2:13][C:14]([N:16]4[CH2:20][C@@H:19]([F:21])[CH2:18][C@H:17]4[C:22]#[N:23])=[O:15])([CH2:6][CH2:5]2)[CH2:10][CH2:11]3)=[O:3])=[CH:40][CH:39]=1, predict the reactants needed to synthesize it. The reactants are: [C:1]([C:4]12[CH2:11][CH2:10][C:7]([NH:12][CH2:13][C:14]([N:16]3[CH2:20][C@@H:19]([F:21])[CH2:18][C@H:17]3[C:22]#[N:23])=[O:15])([CH2:8][CH2:9]1)[CH2:6][CH2:5]2)([OH:3])=O.ON1C2C=CC=CC=2N=N1.N=C=N.[Cl:37][C:38]1[CH:45]=[CH:44][C:41]([CH2:42][NH2:43])=[CH:40][CH:39]=1.C(=O)([O-])[O-]. (2) The reactants are: [NH2:1][CH2:2][CH2:3][C:4]#[C:5][C:6]1[CH:15]=[CH:14][C:9]([C:10]([NH:12][CH3:13])=[O:11])=[C:8]([NH:16][CH2:17][CH3:18])[N:7]=1. Given the product [NH2:1][CH2:2][CH2:3][CH2:4][CH2:5][C:6]1[CH:15]=[CH:14][C:9]([C:10]([NH:12][CH3:13])=[O:11])=[C:8]([NH:16][CH2:17][CH3:18])[N:7]=1, predict the reactants needed to synthesize it. (3) Given the product [CH3:9][O:10][C:11]1[CH:12]=[C:13]([S:19]([O:25][CH3:22])=[O:20])[CH:14]=[CH:15][C:16]=1[O:17][CH3:18], predict the reactants needed to synthesize it. The reactants are: CO.N1C=CC=CC=1.[CH3:9][O:10][C:11]1[CH:12]=[C:13]([S:19](Cl)=[O:20])[CH:14]=[CH:15][C:16]=1[O:17][CH3:18].[C:22]([O-:25])(O)=O.[Na+].